This data is from Forward reaction prediction with 1.9M reactions from USPTO patents (1976-2016). The task is: Predict the product of the given reaction. (1) Given the reactants [CH:1]1([N:5]2[CH2:11][CH2:10][CH2:9][N:8]([C:12]([N:14]3[CH2:17][CH:16]([C:18]([O:20]C)=O)[CH2:15]3)=[O:13])[CH2:7][CH2:6]2)[CH2:4][CH2:3][CH2:2]1.[CH3:22][NH2:23], predict the reaction product. The product is: [CH:1]1([N:5]2[CH2:11][CH2:10][CH2:9][N:8]([C:12]([N:14]3[CH2:15][CH:16]([C:18]([NH:23][CH3:22])=[O:20])[CH2:17]3)=[O:13])[CH2:7][CH2:6]2)[CH2:2][CH2:3][CH2:4]1. (2) Given the reactants Br[C:2]1[CH:3]=[C:4]([CH:32]=[CH:33][CH:34]=1)[O:5][C:6]1[CH:7]=[C:8]([S:23][C:24]2[CH:29]=[CH:28][CH:27]=[C:26]([O:30][CH3:31])[CH:25]=2)[C:9]([NH:12][C:13]2[S:17][N:16]=[C:15]([CH:18]3[CH2:22][CH2:21][CH2:20][O:19]3)[N:14]=2)=[N:10][CH:11]=1.C[Li].C([Li])CCC.[NH4+].[Cl-:43], predict the reaction product. The product is: [ClH:43].[CH3:31][O:30][C:26]1[CH:25]=[C:24]([S:23][C:8]2[C:9]([NH:12][C:13]3[S:17][N:16]=[C:15]([CH:18]4[CH2:22][CH2:21][CH2:20][O:19]4)[N:14]=3)=[N:10][CH:11]=[C:6]([O:5][C:4]3[CH:32]=[CH:33][CH:34]=[CH:2][CH:3]=3)[CH:7]=2)[CH:29]=[CH:28][CH:27]=1. (3) Given the reactants [Br:1][C:2]1[CH:3]=[CH:4][C:5]([OH:21])=[C:6]([C:8]([C:10]2[CH:11]=[N:12][N:13]([C:15]3[CH:20]=[CH:19][CH:18]=[CH:17][CH:16]=3)[CH:14]=2)=[O:9])[CH:7]=1.Br[CH2:23][C:24]#[N:25].C([O-])([O-])=O.[K+].[K+], predict the reaction product. The product is: [Br:1][C:2]1[CH:3]=[CH:4][C:5]([O:21][CH2:23][C:24]#[N:25])=[C:6]([C:8]([C:10]2[CH:11]=[N:12][N:13]([C:15]3[CH:20]=[CH:19][CH:18]=[CH:17][CH:16]=3)[CH:14]=2)=[O:9])[CH:7]=1. (4) Given the reactants S(Cl)(Cl)=O.[NH2:5][C:6]1[CH:7]=[C:8]([CH:12]=[CH:13][C:14]=1[NH2:15])[C:9]([OH:11])=[O:10].[CH3:16]O, predict the reaction product. The product is: [CH3:16][O:10][C:9](=[O:11])[C:8]1[CH:12]=[CH:13][C:14]([NH2:15])=[C:6]([NH2:5])[CH:7]=1. (5) Given the reactants CC[N+]1[C:16]([C:17]2C=CC=[CH:21][CH:22]=2)=[C:15]2[C:10]([CH:11]=[CH:12][C:13](N)=[CH:14]2)=[C:9]2[C:4]=1[CH:5]=[C:6](N)[CH:7]=[CH:8]2.[Br-].C1(O)C=CC=CC=1.C(Cl)(Cl)Cl.C(O)CC(C)C.[C:43]([O-:46])(=[O:45])[CH3:44].[Na+].CC1(C)S[C@@H]2[C@H](NC([C@H](N)C3C=CC=CC=3)=O)C(=O)N2[C@H]1C(O)=O.C1C2NC=C(O[C@@H]3O[C@H](CO)[C@H](O)[C@H](O)[C@H]3O)C=2C(Cl)=C(Br)C=1, predict the reaction product. The product is: [C:43]([OH:46])(=[O:45])[CH2:44][CH2:4][CH2:5][CH2:6][CH2:7][CH2:8][CH2:9]/[CH:10]=[CH:11]\[CH:12]=[CH:13]\[CH:14]=[CH:15]/[CH2:16][CH2:17][CH2:22][CH3:21]. (6) Given the reactants [CH2:1]([O:3][C:4](=[O:13])[CH2:5][C:6]1[CH:11]=[CH:10][C:9]([NH2:12])=[CH:8][CH:7]=1)[CH3:2].C(N(CC)CC)C.[F:21][C:22]([F:39])([F:38])[C:23]1[CH:28]=[CH:27][C:26]([C:29]2[C:30]([C:35](Cl)=[O:36])=[CH:31][CH:32]=[CH:33][CH:34]=2)=[CH:25][CH:24]=1.Cl, predict the reaction product. The product is: [CH2:1]([O:3][C:4](=[O:13])[CH2:5][C:6]1[CH:7]=[CH:8][C:9]([NH:12][C:35]([C:30]2[C:29]([C:26]3[CH:27]=[CH:28][C:23]([C:22]([F:21])([F:38])[F:39])=[CH:24][CH:25]=3)=[CH:34][CH:33]=[CH:32][CH:31]=2)=[O:36])=[CH:10][CH:11]=1)[CH3:2]. (7) The product is: [CH2:28]([NH:34][C:2]([N:24]1[C:25]([CH3:27])=[CH:26][C:22]([O:21][C:11]2[C:12]([F:20])=[CH:13][C:14]([C:16]([F:19])([F:17])[F:18])=[CH:15][C:10]=2[Cl:9])=[N:23]1)=[O:3])[CH:29]1[O:33][CH2:32][CH2:31][CH2:30]1. Given the reactants Cl[C:2](OC(Cl)(Cl)Cl)=[O:3].[Cl:9][C:10]1[CH:15]=[C:14]([C:16]([F:19])([F:18])[F:17])[CH:13]=[C:12]([F:20])[C:11]=1[O:21][C:22]1[CH:26]=[C:25]([CH3:27])[NH:24][N:23]=1.[CH2:28]([NH2:34])[CH:29]1[O:33][CH2:32][CH2:31][CH2:30]1.C(N(CC)CC)C, predict the reaction product.